From a dataset of NCI-60 drug combinations with 297,098 pairs across 59 cell lines. Regression. Given two drug SMILES strings and cell line genomic features, predict the synergy score measuring deviation from expected non-interaction effect. (1) Drug 2: C(=O)(N)NO. Synergy scores: CSS=5.58, Synergy_ZIP=-1.50, Synergy_Bliss=-2.69, Synergy_Loewe=2.81, Synergy_HSA=-2.17. Drug 1: C1=CC(=CC=C1C#N)C(C2=CC=C(C=C2)C#N)N3C=NC=N3. Cell line: UACC62. (2) Drug 1: CC(CN1CC(=O)NC(=O)C1)N2CC(=O)NC(=O)C2. Drug 2: C1=CN(C=N1)CC(O)(P(=O)(O)O)P(=O)(O)O. Cell line: OVCAR-8. Synergy scores: CSS=17.5, Synergy_ZIP=-4.30, Synergy_Bliss=-4.72, Synergy_Loewe=-4.12, Synergy_HSA=-3.88. (3) Drug 1: C1=NC(=NC(=O)N1C2C(C(C(O2)CO)O)O)N. Drug 2: CC(C)CN1C=NC2=C1C3=CC=CC=C3N=C2N. Cell line: U251. Synergy scores: CSS=23.3, Synergy_ZIP=-7.88, Synergy_Bliss=-3.61, Synergy_Loewe=-1.71, Synergy_HSA=-1.42. (4) Drug 1: C1=C(C(=O)NC(=O)N1)F. Drug 2: C1=CC(=CC=C1CCCC(=O)O)N(CCCl)CCCl. Cell line: CAKI-1. Synergy scores: CSS=47.4, Synergy_ZIP=6.96, Synergy_Bliss=5.28, Synergy_Loewe=11.6, Synergy_HSA=11.9. (5) Drug 1: C1C(C(OC1N2C=NC3=C(N=C(N=C32)Cl)N)CO)O. Drug 2: COC1=C2C(=CC3=C1OC=C3)C=CC(=O)O2. Cell line: SK-MEL-28. Synergy scores: CSS=20.4, Synergy_ZIP=-7.32, Synergy_Bliss=-4.76, Synergy_Loewe=-18.7, Synergy_HSA=-4.54. (6) Drug 1: CC12CCC3C(C1CCC2=O)CC(=C)C4=CC(=O)C=CC34C. Drug 2: CC1=C(C=C(C=C1)NC(=O)C2=CC=C(C=C2)CN3CCN(CC3)C)NC4=NC=CC(=N4)C5=CN=CC=C5. Cell line: OVCAR-8. Synergy scores: CSS=49.6, Synergy_ZIP=-0.766, Synergy_Bliss=-1.12, Synergy_Loewe=-2.43, Synergy_HSA=-1.94.